From a dataset of Forward reaction prediction with 1.9M reactions from USPTO patents (1976-2016). Predict the product of the given reaction. (1) Given the reactants [CH3:1][Si:2]([CH2:5][O:6][C:7]1[CH:14]=[CH:13][C:10]([CH:11]=O)=[CH:9][CH:8]=1)([CH3:4])[CH3:3].[CH3:15][CH2:16][O:17][C:18]([CH2:20][C:21]([NH2:23])=[O:22])=[O:19].N1CCCCC1.C(O)(=O)C, predict the reaction product. The product is: [NH2:23][C:21]([C:20](=[CH:11][C:10]1[CH:13]=[CH:14][C:7]([O:6][CH2:5][Si:2]([CH3:4])([CH3:3])[CH3:1])=[CH:8][CH:9]=1)[C:18]([O:17][CH2:16][CH3:15])=[O:19])=[O:22]. (2) Given the reactants Br[CH2:2][C:3]1[N:4]=[C:5]([C:21]2[CH:22]=[N:23][CH:24]=[C:25]([Cl:27])[CH:26]=2)[N:6]([CH2:12][C:13]2[CH:18]=[C:17]([Cl:19])[CH:16]=[CH:15][C:14]=2[Cl:20])[C:7]=1[C:8]([O:10][CH3:11])=[O:9].C(=O)([O-])[O-].[K+].[K+].[CH2:34]([NH:36][CH2:37][CH3:38])[CH3:35].O, predict the reaction product. The product is: [Cl:27][C:25]1[CH:26]=[C:21]([C:5]2[N:6]([CH2:12][C:13]3[CH:18]=[C:17]([Cl:19])[CH:16]=[CH:15][C:14]=3[Cl:20])[C:7]([C:8]([O:10][CH3:11])=[O:9])=[C:3]([CH2:2][N:36]([CH2:37][CH3:38])[CH2:34][CH3:35])[N:4]=2)[CH:22]=[N:23][CH:24]=1. (3) The product is: [CH3:1][O:2][C:3](=[O:31])[C:4]1[CH:9]=[C:8]([C:10]2[CH:15]=[C:14]([S:16][CH2:17][CH2:18][NH:19][C:20](=[O:21])[CH2:50][CH2:49][CH2:48][NH:47][CH2:46][C:44]([O:43][C:39]([CH3:40])([CH3:42])[CH3:41])=[O:45])[N:13]=[C:12]([NH2:27])[N:11]=2)[C:7]([CH3:28])=[CH:6][C:5]=1[O:29][CH3:30]. Given the reactants [CH3:1][O:2][C:3](=[O:31])[C:4]1[CH:9]=[C:8]([C:10]2[CH:15]=[C:14]([S:16][CH2:17][CH2:18][NH:19][C:20](OC(C)(C)C)=[O:21])[N:13]=[C:12]([NH2:27])[N:11]=2)[C:7]([CH3:28])=[CH:6][C:5]=1[O:29][CH3:30].FC(F)(F)C(O)=O.[C:39]([O:43][C:44]([CH2:46][NH:47][CH2:48][CH2:49][CH2:50]C(O)=O)=[O:45])([CH3:42])([CH3:41])[CH3:40].ON1C2C=CC=CC=2N=N1.C(N(C(C)C)CC)(C)C.Cl.C(N=C=NCCCN(C)C)C.[Cl-].[NH4+], predict the reaction product.